This data is from Reaction yield outcomes from USPTO patents with 853,638 reactions. The task is: Predict the reaction yield, written as a fraction of the theoretical maximum amount of product (1.0 means a 100% yield; for example, 0.34 means a 34% yield). The reactants are [NH2:1][C:2]1[CH:7]=[CH:6][C:5]([Br:8])=[CH:4][N:3]=1.[C:9](O[C:9]([O:11][C:12]([CH3:15])([CH3:14])[CH3:13])=[O:10])([O:11][C:12]([CH3:15])([CH3:14])[CH3:13])=[O:10]. The catalyst is C1COCC1. The product is [Br:8][C:5]1[CH:6]=[CH:7][C:2]([NH:1][C:9]([O:11][C:12]([CH3:15])([CH3:14])[CH3:13])=[O:10])=[N:3][CH:4]=1. The yield is 0.800.